From a dataset of Forward reaction prediction with 1.9M reactions from USPTO patents (1976-2016). Predict the product of the given reaction. (1) The product is: [F:30][C:31]1[CH:32]=[C:33]([CH:34]=[C:35]([F:37])[CH:36]=1)[O:38][C:2]1([C:25]([O:27][CH2:28][CH3:29])=[O:26])[CH2:7][CH2:6][CH2:5][N:4]2[C:8]([C:11]3[CH:16]=[CH:15][C:14]([C:17]4[O:21][C:20]([CH3:22])=[N:19][CH:18]=4)=[C:13]([O:23][CH3:24])[CH:12]=3)=[N:9][N:10]=[C:3]12. Given the reactants Cl[C:2]1([C:25]([O:27][CH2:28][CH3:29])=[O:26])[CH2:7][CH2:6][CH2:5][N:4]2[C:8]([C:11]3[CH:16]=[CH:15][C:14]([C:17]4[O:21][C:20]([CH3:22])=[N:19][CH:18]=4)=[C:13]([O:23][CH3:24])[CH:12]=3)=[N:9][N:10]=[C:3]12.[F:30][C:31]1[CH:32]=[C:33]([OH:38])[CH:34]=[C:35]([F:37])[CH:36]=1.C(=O)([O-])[O-].[K+].[K+].CN(C=O)C, predict the reaction product. (2) Given the reactants [C:1]1([C:25]2[CH:30]=[CH:29][CH:28]=[CH:27][CH:26]=2)[CH:6]=[CH:5][CH:4]=[C:3](N[C@@H](CC2C=C(OC)C(OC)=C(OC)C=2)C(O)=O)[CH:2]=1.[NH2:31][C@@H:32]([CH2:36][C:37]1[CH:42]=[CH:41][C:40]([O:43][CH2:44][C:45]2[CH:50]=[CH:49][CH:48]=[CH:47][CH:46]=2)=[CH:39][CH:38]=1)[C:33]([OH:35])=[O:34], predict the reaction product. The product is: [CH2:44]([O:43][C:40]1[CH:41]=[CH:42][C:37]([CH2:36][C@H:32]([NH:31][C:27]2[CH:26]=[C:25]([C:1]3[CH:6]=[CH:5][CH:4]=[CH:3][CH:2]=3)[CH:30]=[CH:29][CH:28]=2)[C:33]([OH:35])=[O:34])=[CH:38][CH:39]=1)[C:45]1[CH:50]=[CH:49][CH:48]=[CH:47][CH:46]=1. (3) Given the reactants C(OC([NH:8][O:9][C:10]([O:12][CH:13]1[CH2:18][CH2:17][O:16][CH2:15][CH2:14]1)=[O:11])=O)(C)(C)C.C(N(CC)CC)C.[CH3:26][S:27]([C:30]1[CH:35]=[CH:34][CH:33]=[CH:32][C:31]=1[S:36](Cl)(=[O:38])=[O:37])(=[O:29])=[O:28], predict the reaction product. The product is: [C:10](=[O:11])([O:12][CH:13]1[CH2:14][CH2:15][O:16][CH2:17][CH2:18]1)[O:9][NH:8][S:36]([C:31]1[CH:32]=[CH:33][CH:34]=[CH:35][C:30]=1[S:27]([CH3:26])(=[O:29])=[O:28])(=[O:38])=[O:37]. (4) The product is: [CH2:30]1[N:35]([C:26]([C:22]2[N:23]=[CH:24][N:25]=[C:20]([N:17]3[CH2:18][CH2:19][CH:14]([N:10]4[CH2:9][CH2:8][C:7]5[CH:29]=[C:3]([O:2][CH3:1])[CH:4]=[CH:5][C:6]=5[NH:12][C:11]4=[O:13])[CH2:15][CH2:16]3)[CH:21]=2)=[O:27])[CH2:34][CH2:33][N:32]2[CH:36]=[CH:37][CH:38]=[C:31]12. Given the reactants [CH3:1][O:2][C:3]1[CH:4]=[CH:5][C:6]2[NH:12][C:11](=[O:13])[N:10]([CH:14]3[CH2:19][CH2:18][N:17]([C:20]4[N:25]=[CH:24][N:23]=[C:22]([C:26](O)=[O:27])[CH:21]=4)[CH2:16][CH2:15]3)[CH2:9][CH2:8][C:7]=2[CH:29]=1.[CH2:30]1[NH:35][CH2:34][CH2:33][N:32]2[CH:36]=[CH:37][CH:38]=[C:31]12.CN(C(ON1N=NC2C=CC=CC1=2)=[N+](C)C)C.[B-](F)(F)(F)F, predict the reaction product. (5) Given the reactants [CH2:1]([O:5][C:6]1[CH:11]=[CH:10][C:9]([S:12]([NH:15][C@H:16]([C:21]2[CH:37]=[CH:36][C:24]([O:25][CH2:26][CH2:27][NH:28]C(=O)OC(C)(C)C)=[CH:23][CH:22]=2)[C:17]([NH:19][OH:20])=[O:18])(=[O:14])=[O:13])=[CH:8][CH:7]=1)[C:2]#[C:3][CH3:4].C(OC1C=CC(S(N(C)C(C2C=CC(OCCNC(=O)OC(C)(C)C)=CC=2)C(NO)=O)(=O)=O)=CC=1)C#CC.Cl, predict the reaction product. The product is: [NH2:28][CH2:27][CH2:26][O:25][C:24]1[CH:36]=[CH:37][C:21]([C@@H:16]([NH:15][S:12]([C:9]2[CH:8]=[CH:7][C:6]([O:5][CH2:1][C:2]#[C:3][CH3:4])=[CH:11][CH:10]=2)(=[O:14])=[O:13])[C:17]([NH:19][OH:20])=[O:18])=[CH:22][CH:23]=1. (6) Given the reactants [Br:1][C:2]1[CH:3]=[C:4]2[C:9](=[CH:10][CH:11]=1)[N:8]=[CH:7][CH:6]=[C:5]2[S:12][C:13]1([C:16]([O:18]CC)=[O:17])[CH2:15][CH2:14]1.O1CCCC1.O.[OH-].[Li+].Cl, predict the reaction product. The product is: [Br:1][C:2]1[CH:3]=[C:4]2[C:9](=[CH:10][CH:11]=1)[N:8]=[CH:7][CH:6]=[C:5]2[S:12][C:13]1([C:16]([OH:18])=[O:17])[CH2:15][CH2:14]1. (7) Given the reactants [CH:1]1([NH:5][C:6]([C@@H:8]2[CH2:12][CH2:11][CH2:10][N:9]2[C:13](=[O:35])[CH2:14][O:15][C:16]2[N:20]([C:21]3[CH:26]=[CH:25][CH:24]=[CH:23][CH:22]=3)[N:19]=[C:18]([C:27]([NH:29][C@H:30]([CH3:34])[C:31](O)=[O:32])=[O:28])[CH:17]=2)=[O:7])[CH2:4][CH2:3][CH2:2]1.CCN(C(C)C)C(C)C.CN(C(ON1N=NC2C=CC=NC1=2)=[N+](C)C)C.F[P-](F)(F)(F)(F)F.[CH:69]1([O:73][C:74]([N:76]2[CH2:81][CH2:80][NH:79][CH2:78][CH2:77]2)=[O:75])[CH2:72][CH2:71][CH2:70]1, predict the reaction product. The product is: [CH:69]1([O:73][C:74]([N:76]2[CH2:81][CH2:80][N:79]([C:31](=[O:32])[C@H:30]([NH:29][C:27]([C:18]3[CH:17]=[C:16]([O:15][CH2:14][C:13]([N:9]4[CH2:10][CH2:11][CH2:12][C@H:8]4[C:6](=[O:7])[NH:5][CH:1]4[CH2:4][CH2:3][CH2:2]4)=[O:35])[N:20]([C:21]4[CH:22]=[CH:23][CH:24]=[CH:25][CH:26]=4)[N:19]=3)=[O:28])[CH3:34])[CH2:78][CH2:77]2)=[O:75])[CH2:72][CH2:71][CH2:70]1.